Dataset: Catalyst prediction with 721,799 reactions and 888 catalyst types from USPTO. Task: Predict which catalyst facilitates the given reaction. Reactant: CCN(S(F)(F)[F:7])CC.O[C@H:11]1[CH2:15][C@@H:14]([C:16](=[O:35])[NH:17][CH2:18][C:19]2[CH:24]=[CH:23][N:22]=[C:21]([C:25]3[CH:26]=[N:27][C:28]([C:31]([F:34])([F:33])[F:32])=[N:29][CH:30]=3)[CH:20]=2)[N:13]([C:36]([O:38][C:39]([CH3:42])([CH3:41])[CH3:40])=[O:37])[C@H:12]1[CH3:43]. Product: [F:7][C@@H:11]1[CH2:15][C@@H:14]([C:16](=[O:35])[NH:17][CH2:18][C:19]2[CH:24]=[CH:23][N:22]=[C:21]([C:25]3[CH:26]=[N:27][C:28]([C:31]([F:32])([F:33])[F:34])=[N:29][CH:30]=3)[CH:20]=2)[N:13]([C:36]([O:38][C:39]([CH3:40])([CH3:41])[CH3:42])=[O:37])[C@H:12]1[CH3:43]. The catalyst class is: 4.